From a dataset of Peptide-MHC class II binding affinity with 134,281 pairs from IEDB. Regression. Given a peptide amino acid sequence and an MHC pseudo amino acid sequence, predict their binding affinity value. This is MHC class II binding data. The peptide sequence is QIDAFIANAGATADS. The MHC is DRB1_1201 with pseudo-sequence DRB1_1201. The binding affinity (normalized) is 0.117.